This data is from Reaction yield outcomes from USPTO patents with 853,638 reactions. The task is: Predict the reaction yield, written as a fraction of the theoretical maximum amount of product (1.0 means a 100% yield; for example, 0.34 means a 34% yield). (1) The reactants are Br[CH2:2][C:3]1[CH:8]=[CH:7][C:6]([C@@:9]([NH:31][C:32](=[O:44])[C:33]2[CH:38]=[CH:37][C:36]([F:39])=[C:35]([C:40]([F:43])([F:42])[F:41])[CH:34]=2)([C:17]2[CH:22]=[C:21]([O:23][C:24]([F:29])([F:28])[CH:25]([F:27])[F:26])[CH:20]=[C:19]([F:30])[CH:18]=2)[CH2:10][C:11]2[CH:16]=[CH:15][CH:14]=[CH:13][CH:12]=2)=[CH:5][CH:4]=1.[CH3:45][O-:46].[Na+]. The catalyst is CO. The product is [F:39][C:36]1[CH:37]=[CH:38][C:33]([C:32]([NH:31][C@@:9]([C:17]2[CH:22]=[C:21]([O:23][C:24]([F:28])([F:29])[CH:25]([F:27])[F:26])[CH:20]=[C:19]([F:30])[CH:18]=2)([C:6]2[CH:5]=[CH:4][C:3]([CH2:2][O:46][CH3:45])=[CH:8][CH:7]=2)[CH2:10][C:11]2[CH:16]=[CH:15][CH:14]=[CH:13][CH:12]=2)=[O:44])=[CH:34][C:35]=1[C:40]([F:43])([F:41])[F:42]. The yield is 0.670. (2) The product is [Cl:30][C:6]1[C:5]2[C:10](=[CH:11][C:12]([O:13][CH2:14][CH:15]3[CH2:20][CH2:19][N:18]([CH3:21])[CH2:17][CH2:16]3)=[C:3]([O:2][CH3:1])[CH:4]=2)[N:9]=[CH:8][N:7]=1. No catalyst specified. The reactants are [CH3:1][O:2][C:3]1[CH:4]=[C:5]2[C:10](=[CH:11][C:12]=1[O:13][CH2:14][CH:15]1[CH2:20][CH2:19][N:18]([CH3:21])[CH2:17][CH2:16]1)[N:9]=[CH:8][NH:7][C:6]2=O.CN(C=O)C.S(Cl)([Cl:30])=O. The yield is 0.980. (3) The reactants are [SH:1][C:2]1[NH:10][C:9]2[C:4](=[N:5][CH:6]=[N:7][C:8]=2[NH2:11])[N:3]=1.Br[C:13]1[C:21]([Br:22])=[CH:20][C:16]2[O:17][CH2:18][O:19][C:15]=2[CH:14]=1.CC1(C)C2C(=C(P(C3C=CC=CC=3)C3C=CC=CC=3)C=CC=2)OC2C(P(C3C=CC=CC=3)C3C=CC=CC=3)=CC=CC1=2.C([O-])([O-])=O.[K+].[K+]. The catalyst is C1C=CC(/C=C/C(/C=C/C2C=CC=CC=2)=O)=CC=1.C1C=CC(/C=C/C(/C=C/C2C=CC=CC=2)=O)=CC=1.C1C=CC(/C=C/C(/C=C/C2C=CC=CC=2)=O)=CC=1.[Pd].[Pd].O1CCOCC1. The product is [Br:22][C:21]1[C:13]([S:1][C:2]2[NH:3][C:4]3[C:9]([N:10]=2)=[C:8]([NH2:11])[N:7]=[CH:6][N:5]=3)=[CH:14][C:15]2[O:19][CH2:18][O:17][C:16]=2[CH:20]=1. The yield is 0.320. (4) The reactants are [Br:1][C:2]1[CH:3]=[C:4]([OH:9])[CH:5]=[C:6]([F:8])[CH:7]=1.I[C:11]([F:16])([F:15])[CH:12]([F:14])[F:13].C([O-])([O-])=O.[K+].[K+]. The catalyst is CS(C)=O.O.CCOCC. The product is [Br:1][C:2]1[CH:3]=[C:4]([O:9][C:11]([F:16])([F:15])[CH:12]([F:14])[F:13])[CH:5]=[C:6]([F:8])[CH:7]=1. The yield is 0.220. (5) The reactants are [CH3:1][O:2][C:3]1[CH:8]=[CH:7][C:6]([C:9]2[N:10]=[C:11]([C:22]3([C:28]([NH2:30])=[O:29])[CH2:27][CH2:26][NH:25][CH2:24][CH2:23]3)[O:12][C:13]=2[C:14]2[CH:19]=[CH:18][C:17]([O:20][CH3:21])=[CH:16][CH:15]=2)=[CH:5][CH:4]=1.ClC(Cl)(O[C:35](=[O:41])OC(Cl)(Cl)Cl)Cl.C(N(CC)CC)C.Cl.[CH3:51][NH:52][OH:53]. The catalyst is O1CCCC1. The product is [CH3:1][O:2][C:3]1[CH:4]=[CH:5][C:6]([C:9]2[N:10]=[C:11]([C:22]3([C:28]([NH2:30])=[O:29])[CH2:27][CH2:26][N:25]([C:35](=[O:41])[N:52]([OH:53])[CH3:51])[CH2:24][CH2:23]3)[O:12][C:13]=2[C:14]2[CH:15]=[CH:16][C:17]([O:20][CH3:21])=[CH:18][CH:19]=2)=[CH:7][CH:8]=1. The yield is 0.770. (6) The product is [CH:30]([C:32]1[O:24][C:23]([C:22]2[CH:21]=[CH:20][C:19]([O:18][C@H:15]3[CH2:16][CH2:17][C@H:12]([C:10]([N:7]4[CH2:8][CH2:9][N:4]([CH:1]([CH3:3])[CH3:2])[CH2:5][CH2:6]4)=[O:11])[CH2:13][CH2:14]3)=[CH:28][CH:27]=2)=[N:25][N:26]=1)([CH3:31])[CH3:29]. No catalyst specified. The yield is 0.350. The reactants are [CH:1]([N:4]1[CH2:9][CH2:8][N:7]([C:10]([C@H:12]2[CH2:17][CH2:16][C@H:15]([O:18][C:19]3[CH:28]=[CH:27][C:22]([C:23]([NH:25][NH2:26])=[O:24])=[CH:21][CH:20]=3)[CH2:14][CH2:13]2)=[O:11])[CH2:6][CH2:5]1)([CH3:3])[CH3:2].[C:29](O)(=O)[CH:30]([CH3:32])[CH3:31].P(Cl)(Cl)(Cl)=O.[OH-].[Na+].